This data is from Full USPTO retrosynthesis dataset with 1.9M reactions from patents (1976-2016). The task is: Predict the reactants needed to synthesize the given product. Given the product [NH2:49][C:48]1[CH:1]=[CH:2][C:3]([CH2:5][OH:7])=[CH:8][C:9]=1[OH:11], predict the reactants needed to synthesize it. The reactants are: [C:1](O)(=O)[CH2:2][C:3]([CH2:8][C:9]([OH:11])=O)([C:5]([OH:7])=O)O.CCOCCOCCO.C(O)(=O)CCCCCCC/C=C\CCCCCCCC.C(O)C(O)C.[CH3:48][N+:49](CC(O)=O)(C)C.CCCCCCCC/C=C\CCCCCCCCOCCOCCO.C([O-])(=O)C=C.S([O-])([O-])=O.[Na+].[Na+].C(N(CC(O)=O)CC(O)=O)CN(CC(O)=O)CC(O)=O.O=C1O[C@H]([C@H](CO)O)C(O)=C1O.[OH-].[NH4+].